This data is from TCR-epitope binding with 47,182 pairs between 192 epitopes and 23,139 TCRs. The task is: Binary Classification. Given a T-cell receptor sequence (or CDR3 region) and an epitope sequence, predict whether binding occurs between them. (1) Result: 0 (the TCR does not bind to the epitope). The TCR CDR3 sequence is CASSLGLAGVTGELFF. The epitope is GVAMPNLYK. (2) The epitope is KLNVGDYFV. The TCR CDR3 sequence is CSARSGVEQYF. Result: 1 (the TCR binds to the epitope).